From a dataset of Full USPTO retrosynthesis dataset with 1.9M reactions from patents (1976-2016). Predict the reactants needed to synthesize the given product. The reactants are: [CH3:1][N:2](C)[CH:3]=[O:4].[CH3:6][O:7][C:8]1[CH:13]=[C:12]([CH2:14][O:15][CH3:16])[CH:11]=[C:10]([O:17][CH3:18])[C:9]=1[C:19]1[N:20]2[N:26]=[C:25]([O:27][CH3:28])C(N)=[C:21]2[S:22][CH:23]=1.C(N=C=N[CH2:35][CH2:36][CH2:37]N(C)C)C.[OH:41]N1C2C=CC=CC=2N=N1. Given the product [CH3:6][O:7][C:8]1[CH:13]=[C:12]([CH2:14][O:15][CH3:16])[CH:11]=[C:10]([O:17][CH3:18])[C:9]=1[C:19]1[N:20]2[N:26]=[C:25]([O:27][CH3:28])[C:1]([NH:2][C:3]([C:36]3([OH:41])[CH2:37][CH2:35]3)=[O:4])=[C:21]2[S:22][CH:23]=1, predict the reactants needed to synthesize it.